Dataset: Forward reaction prediction with 1.9M reactions from USPTO patents (1976-2016). Task: Predict the product of the given reaction. (1) Given the reactants [C:1]([C:3]1[C:4]([NH:21][NH2:22])=[N:5][CH:6]=[CH:7][C:8]=1[N:9]1[CH2:14][CH2:13][CH:12]([C:15]2[CH:20]=[CH:19][CH:18]=[CH:17][CH:16]=2)[CH2:11][CH2:10]1)#[N:2].CCN(C(C)C)C(C)C.[C:49]1(P([C:45]2[CH:50]=[CH:49][CH:48]=[CH:47]C=2)[C:49]2[CH:50]=[CH:45]C=[CH:47][CH:48]=2)[CH:50]=[CH:45]C=[CH:47][CH:48]=1.ClC(Cl)(Cl)C#N.C1(C(O)=O)CCC1, predict the reaction product. The product is: [CH:48]1([C:47]2[N:5]3[CH:6]=[CH:7][C:8]([N:9]4[CH2:10][CH2:11][CH:12]([C:15]5[CH:20]=[CH:19][CH:18]=[CH:17][CH:16]=5)[CH2:13][CH2:14]4)=[C:3]([C:1]#[N:2])[C:4]3=[N:21][N:22]=2)[CH2:49][CH2:50][CH2:45]1. (2) Given the reactants [CH:1]1([C@@H:4]2[CH2:9][CH2:8][N:7](C(OCC3C=CC=CC=3)=O)[CH2:6][C@H:5]2[NH:20][P:21]([O:26][CH2:27][CH3:28])([O:23][CH2:24][CH3:25])=[O:22])[CH2:3][CH2:2]1.[H][H], predict the reaction product. The product is: [CH:1]1([C@@H:4]2[CH2:9][CH2:8][NH:7][CH2:6][C@H:5]2[NH:20][P:21](=[O:22])([O:23][CH2:24][CH3:25])[O:26][CH2:27][CH3:28])[CH2:2][CH2:3]1. (3) Given the reactants [F:1][C:2]1[C:3]([C:9](N(OC)C)=[O:10])=[N:4][CH:5]=[C:6]([F:8])[CH:7]=1.[CH2:15]([O:22][C:23]1[CH:28]=[CH:27][C:26]([Mg]Br)=[CH:25][CH:24]=1)[C:16]1[CH:21]=[CH:20][CH:19]=[CH:18][CH:17]=1.[NH4+].[Cl-], predict the reaction product. The product is: [CH2:15]([O:22][C:23]1[CH:28]=[CH:27][C:26]([C:9]([C:3]2[C:2]([F:1])=[CH:7][C:6]([F:8])=[CH:5][N:4]=2)=[O:10])=[CH:25][CH:24]=1)[C:16]1[CH:21]=[CH:20][CH:19]=[CH:18][CH:17]=1. (4) Given the reactants [NH2:1][C:2]1[S:3][C:4]2[C:10]([C:11]#[N:12])=[C:9]([O:13][C:14]3[C:15]([Cl:28])=[CH:16][C:17]([F:27])=[C:18]([NH:20][C:21](=[O:26])[C:22]([F:25])([F:24])[F:23])[CH:19]=3)[CH:8]=[CH:7][C:5]=2[N:6]=1.[CH:29]1([C:32](Cl)=[O:33])[CH2:31][CH2:30]1, predict the reaction product. The product is: [Cl:28][C:15]1[CH:16]=[C:17]([F:27])[C:18]([NH:20][C:21](=[O:26])[C:22]([F:23])([F:25])[F:24])=[CH:19][C:14]=1[O:13][C:9]1[CH:8]=[CH:7][C:5]2[N:6]=[C:2]([NH:1][C:32]([CH:29]3[CH2:31][CH2:30]3)=[O:33])[S:3][C:4]=2[C:10]=1[C:11]#[N:12]. (5) Given the reactants [Cl:1][C:2]1[CH:8]=[C:7]([O:9][C:10]2[C:11]3[N:18]([CH3:19])[CH:17]=[CH:16][C:12]=3[N:13]=[CH:14][N:15]=2)[CH:6]=[CH:5][C:3]=1[NH2:4].N1C=CC=CC=1.Cl[C:27]([O:29][C:30]1[CH:35]=[CH:34][CH:33]=[CH:32][CH:31]=1)=[O:28], predict the reaction product. The product is: [C:30]1([O:29][C:27](=[O:28])[NH:4][C:3]2[CH:5]=[CH:6][C:7]([O:9][C:10]3[C:11]4[N:18]([CH3:19])[CH:17]=[CH:16][C:12]=4[N:13]=[CH:14][N:15]=3)=[CH:8][C:2]=2[Cl:1])[CH:35]=[CH:34][CH:33]=[CH:32][CH:31]=1.